Dataset: Reaction yield outcomes from USPTO patents with 853,638 reactions. Task: Predict the reaction yield, written as a fraction of the theoretical maximum amount of product (1.0 means a 100% yield; for example, 0.34 means a 34% yield). (1) The catalyst is CO.CC(C)[O-].[Ti+4].CC(C)[O-].CC(C)[O-].CC(C)[O-].O. The reactants are [C:1]([C:4]1[CH:9]=[CH:8][C:7]([C:10]([CH3:14])([CH3:13])[C:11]#[N:12])=[C:6]([Cl:15])[CH:5]=1)(=O)[CH3:2].[BH4-].[Na+].Cl.CC(O)C.[NH3:23]. The product is [ClH:15].[NH2:23][CH:1]([C:4]1[CH:9]=[CH:8][C:7]([C:10]([CH3:14])([CH3:13])[C:11]#[N:12])=[C:6]([Cl:15])[CH:5]=1)[CH3:2]. The yield is 0.640. (2) The yield is 0.900. The catalyst is CC#N. The product is [CH2:26]([C:25]1[N:20]=[C:19]([C@@H:8]([NH2:7])[CH2:9][C:10]2[CH:11]=[CH:12][C:13]([N+:16]([O-:18])=[O:17])=[CH:14][CH:15]=2)[S:21][CH:24]=1)[CH3:27]. The reactants are C(OC(=O)[NH:7][C@H:8]([C:19](=[S:21])[NH2:20])[CH2:9][C:10]1[CH:15]=[CH:14][C:13]([N+:16]([O-:18])=[O:17])=[CH:12][CH:11]=1)(C)(C)C.Br[CH2:24][C:25](=O)[CH2:26][CH3:27].C(OCC)C. (3) The reactants are [CH:1]1[N:2]=[C:3]([C:10]([O:12][CH2:13][CH3:14])=[O:11])[N:4]2[CH2:9][CH2:8][CH2:7][CH2:6][C:5]=12.C1C(=O)N([Br:22])C(=O)C1. The catalyst is C(#N)C. The product is [Br:22][C:1]1[N:2]=[C:3]([C:10]([O:12][CH2:13][CH3:14])=[O:11])[N:4]2[CH2:9][CH2:8][CH2:7][CH2:6][C:5]=12. The yield is 0.240.